From a dataset of Catalyst prediction with 721,799 reactions and 888 catalyst types from USPTO. Predict which catalyst facilitates the given reaction. (1) Reactant: [Br:1][C:2]1[CH:3]=[C:4]2[C:9](=[CH:10][CH:11]=1)[N:8]=[CH:7][C:6]([NH2:12])=[C:5]2[CH3:13].[O:14](C(C)=O)[C:15]([CH3:17])=O.C(O[K])(C)=O.[N:26](OC(C)(C)C)=O. Product: [Br:1][C:2]1[CH:11]=[CH:10][C:9]2[N:8]=[CH:7][C:6]3[N:12]([C:15](=[O:14])[CH3:17])[N:26]=[CH:13][C:5]=3[C:4]=2[CH:3]=1. The catalyst class is: 6. (2) Reactant: C[Li].[Si:3]([O:10][CH2:11][C:12](=[O:26])[CH2:13][O:14][C:15]1[CH:20]=[CH:19][C:18]([C:21]([F:24])([F:23])[F:22])=[CH:17][C:16]=1I)([C:6]([CH3:9])([CH3:8])[CH3:7])([CH3:5])[CH3:4].[Cl-].[NH4+]. Product: [Si:3]([O:10][CH2:11][C:12]1([OH:26])[C:16]2[CH:17]=[C:18]([C:21]([F:24])([F:23])[F:22])[CH:19]=[CH:20][C:15]=2[O:14][CH2:13]1)([C:6]([CH3:9])([CH3:8])[CH3:7])([CH3:5])[CH3:4]. The catalyst class is: 7. (3) Reactant: [O:1]=[CH:2][C:3]1[CH:11]=[CH:10][C:8]([OH:9])=[C:5]([O:6][CH3:7])[CH:4]=1.F[C:13]1[CH:18]=[CH:17][C:16]([C:19]([F:22])([F:21])[F:20])=[CH:15][C:14]=1[N+:23]([O-:25])=[O:24].C([O-])([O-])=O.[K+].[K+]. Product: [CH3:7][O:6][C:5]1[CH:4]=[C:3]([CH:11]=[CH:10][C:8]=1[O:9][C:13]1[CH:18]=[CH:17][C:16]([C:19]([F:22])([F:20])[F:21])=[CH:15][C:14]=1[N+:23]([O-:25])=[O:24])[CH:2]=[O:1]. The catalyst class is: 3. (4) Reactant: [Cl-:1].[P+]=O.N1C2C(=CC=CC=2)C=CC=1.[Br:14][C:15]1[C:16](=O)[NH:17][CH:18]=[C:19]([N+:22]([O-:24])=[O:23])[C:20]=1[CH3:21]. Product: [Br:14][C:15]1[C:16]([Cl:1])=[N:17][CH:18]=[C:19]([N+:22]([O-:24])=[O:23])[C:20]=1[CH3:21]. The catalyst class is: 6. (5) Reactant: Cl.FC1C=C(C=CC=1)CN1C=C(C2C3C(=NC=C(C4C=CC(C5CCNCC5)=CC=4)C=3)N(S(C3C=CC(C)=CC=3)(=O)=O)C=2)C=N1.[F:46][C:47]1[CH:52]=[C:51]([C:53]2[CH:54]=[C:55]3[C:61]([C:62]4[CH:63]=[N:64][N:65]([CH2:67][C:68]5[CH:73]=[CH:72][CH:71]=[C:70]([F:74])[CH:69]=5)[CH:66]=4)=[CH:60][N:59](S(C4C=CC(C)=CC=4)(=O)=O)[C:56]3=[N:57][CH:58]=2)[CH:50]=[CH:49][C:48]=1[N:85]1[CH2:90][CH2:89][N:88]([CH2:91][C@@H:92]([OH:94])[CH3:93])[CH2:87][CH2:86]1.[OH-].[Li+]. Product: [F:46][C:47]1[CH:52]=[C:51]([C:53]2[CH:54]=[C:55]3[C:61]([C:62]4[CH:63]=[N:64][N:65]([CH2:67][C:68]5[CH:73]=[CH:72][CH:71]=[C:70]([F:74])[CH:69]=5)[CH:66]=4)=[CH:60][NH:59][C:56]3=[N:57][CH:58]=2)[CH:50]=[CH:49][C:48]=1[N:85]1[CH2:90][CH2:89][N:88]([CH2:91][C@@H:92]([OH:94])[CH3:93])[CH2:87][CH2:86]1. The catalyst class is: 87. (6) Reactant: F[C:2]1[CH:7]=[CH:6][C:5]([N:8]2[CH2:12][CH2:11][N:10]([C:13]3[CH:14]=[N:15][CH:16]=[CH:17][C:18]=3[CH3:19])[C:9]2=[O:20])=[CH:4][C:3]=1[C:21](=[N:23][OH:24])[CH3:22].[H-].[Na+].CO. Product: [CH3:22][C:21]1[C:3]2[CH:4]=[C:5]([N:8]3[CH2:12][CH2:11][N:10]([C:13]4[CH:14]=[N:15][CH:16]=[CH:17][C:18]=4[CH3:19])[C:9]3=[O:20])[CH:6]=[CH:7][C:2]=2[O:24][N:23]=1. The catalyst class is: 479. (7) Product: [CH3:1][O:2][C:3]1[CH:8]=[CH:7][N:6]=[C:5]([CH2:9][CH2:10][C:11]2[N:20]([C:32]3[CH:33]=[CH:34][C:29]([O:28][CH2:21][C:22]4[CH:23]=[CH:24][CH:25]=[CH:26][CH:27]=4)=[C:30]([F:38])[CH:31]=3)[C:14]3=[N:15][CH:16]=[CH:17][CH:18]=[C:13]3[N:12]=2)[CH:4]=1. The catalyst class is: 70. Reactant: [CH3:1][O:2][C:3]1[CH:8]=[CH:7][N:6]=[C:5]([CH2:9][CH2:10][C:11]2[NH:20][C:14]3=[N:15][CH:16]=[C:17](I)[CH:18]=[C:13]3[N:12]=2)[CH:4]=1.[CH2:21]([O:28][C:29]1[CH:34]=[CH:33][C:32](B(O)O)=[CH:31][C:30]=1[F:38])[C:22]1[CH:27]=[CH:26][CH:25]=[CH:24][CH:23]=1.C(=O)([O-])[O-].[K+].[K+].[Cl-].[Li+]. (8) Reactant: [Si]([O:8][CH2:9][CH2:10][CH2:11][CH2:12][O:13][C:14]1[C:23]2[CH:22]=[CH:21][CH:20]=[CH:19][C:18]=2[N:17]=[C:16]2[O:24][C@H:25]3[CH2:51][N:28]([C:29](=[O:50])[C@H:30]([CH:45]4[CH2:49][CH2:48][CH2:47][CH2:46]4)[NH:31][C:32](=[O:44])[O:33][C@@H:34]4[CH2:43][CH2:42][CH2:41][C@H:35]4[CH2:36][CH2:37][CH:38]=[CH:39][CH2:40][C:15]=12)[C@H:27]([C:52]([NH:54][C@:55]1([C:60](=[O:68])[NH:61][S:62]([CH:65]2[CH2:67][CH2:66]2)(=[O:64])=[O:63])[CH2:57][C@H:56]1[CH:58]=[CH2:59])=[O:53])[CH2:26]3)(C(C)(C)C)(C)C. Product: [CH:45]1([C@H:30]2[C:29](=[O:50])[N:28]3[CH2:51][C@@H:25]([CH2:26][C@H:27]3[C:52]([NH:54][C@:55]3([C:60](=[O:68])[NH:61][S:62]([CH:65]4[CH2:66][CH2:67]4)(=[O:63])=[O:64])[CH2:57][C@H:56]3[CH:58]=[CH2:59])=[O:53])[O:24][C:16]3=[N:17][C:18]4[CH:19]=[CH:20][CH:21]=[CH:22][C:23]=4[C:14]([O:13][CH2:12][CH2:11][CH2:10][CH2:9][OH:8])=[C:15]3[CH2:40][CH:39]=[CH:38][CH2:37][CH2:36][C@@H:35]3[CH2:41][CH2:42][CH2:43][C@H:34]3[O:33][C:32](=[O:44])[NH:31]2)[CH2:49][CH2:48][CH2:47][CH2:46]1. The catalyst class is: 1.